The task is: Predict which catalyst facilitates the given reaction.. This data is from Catalyst prediction with 721,799 reactions and 888 catalyst types from USPTO. (1) Reactant: [Br:1][C:2]1[CH:3]=[C:4]([CH2:8]O)[CH:5]=[N:6][CH:7]=1.C1(P([N:24]=[N+:25]=[N-:26])(C2C=CC=CC=2)=O)C=CC=CC=1.N12CCCN=C1CCCCC2. Product: [N:24]([CH2:8][C:4]1[CH:5]=[N:6][CH:7]=[C:2]([Br:1])[CH:3]=1)=[N+:25]=[N-:26]. The catalyst class is: 1. (2) Reactant: [C:1]([O:5][C:6](=[O:19])[NH:7][C@H:8]([C:12]1[CH:17]=[CH:16][CH:15]=[C:14]([F:18])[CH:13]=1)[CH2:9][CH:10]=O)([CH3:4])([CH3:3])[CH3:2].[CH2:20]([N:22]([CH:36]1[CH2:41][CH2:40][NH:39][CH2:38][CH2:37]1)[C:23](=[O:35])[CH2:24][C:25]1[CH:30]=[CH:29][C:28]([S:31]([CH3:34])(=[O:33])=[O:32])=[CH:27][CH:26]=1)[CH3:21].C(O[BH-](OC(=O)C)OC(=O)C)(=O)C.[Na+]. Product: [C:1]([O:5][C:6](=[O:19])[NH:7][C@H:8]([C:12]1[CH:17]=[CH:16][CH:15]=[C:14]([F:18])[CH:13]=1)[CH2:9][CH2:10][N:39]1[CH2:40][CH2:41][CH:36]([N:22]([CH2:20][CH3:21])[C:23](=[O:35])[CH2:24][C:25]2[CH:30]=[CH:29][C:28]([S:31]([CH3:34])(=[O:32])=[O:33])=[CH:27][CH:26]=2)[CH2:37][CH2:38]1)([CH3:4])([CH3:3])[CH3:2]. The catalyst class is: 322. (3) Reactant: [CH3:1][O:2][C:3]([C:5]1[C:14]2[C:9](=[CH:10][C:11]([O:15][C:16]3[CH:21]=[CH:20][N:19]=[C:18]([CH3:22])[N:17]=3)=[CH:12][CH:13]=2)[CH:8]=[CH:7][CH:6]=1)=[O:4].[Br:23]N1C(=O)CCC1=O. Product: [CH3:1][O:2][C:3]([C:5]1[C:14]2[C:9](=[CH:10][C:11]([O:15][C:16]3[CH:21]=[CH:20][N:19]=[C:18]([CH2:22][Br:23])[N:17]=3)=[CH:12][CH:13]=2)[CH:8]=[CH:7][CH:6]=1)=[O:4]. The catalyst class is: 53. (4) Reactant: [C:1]([NH:6][C:7]1[CH:12]=[CH:11][C:10]([C:13]2[C:17]([CH2:18][N:19]([CH3:31])[CH2:20][CH2:21][N:22](C)[C:23](=O)OC(C)(C)C)=[CH:16][N:15](C3CCCCO3)[N:14]=2)=[CH:9][CH:8]=1)(=[O:5])[C:2]([CH3:4])=[CH2:3]. Product: [CH3:31][N:19]([CH2:18][C:17]1[C:13]([C:10]2[CH:9]=[CH:8][C:7]([NH:6][C:1](=[O:5])[C:2]([CH3:4])=[CH2:3])=[CH:12][CH:11]=2)=[N:14][NH:15][CH:16]=1)[CH2:20][CH2:21][NH:22][CH3:23]. The catalyst class is: 33. (5) Reactant: Br[C:2]1[S:6][C:5]([CH3:7])=[C:4]([CH2:8][C:9]2[CH:14]=[CH:13][C:12]([O:15][CH3:16])=[CH:11][CH:10]=2)[CH:3]=1.[Na+].[I-:18].CNCCNC. Product: [I:18][C:2]1[S:6][C:5]([CH3:7])=[C:4]([CH2:8][C:9]2[CH:14]=[CH:13][C:12]([O:15][CH3:16])=[CH:11][CH:10]=2)[CH:3]=1. The catalyst class is: 185.